This data is from NCI-60 drug combinations with 297,098 pairs across 59 cell lines. The task is: Regression. Given two drug SMILES strings and cell line genomic features, predict the synergy score measuring deviation from expected non-interaction effect. (1) Drug 1: CC1=C(C=C(C=C1)NC(=O)C2=CC=C(C=C2)CN3CCN(CC3)C)NC4=NC=CC(=N4)C5=CN=CC=C5. Drug 2: B(C(CC(C)C)NC(=O)C(CC1=CC=CC=C1)NC(=O)C2=NC=CN=C2)(O)O. Cell line: IGROV1. Synergy scores: CSS=9.02, Synergy_ZIP=0.0947, Synergy_Bliss=-2.41, Synergy_Loewe=-47.0, Synergy_HSA=-4.49. (2) Drug 1: CC1C(C(CC(O1)OC2CC(OC(C2O)C)OC3=CC4=CC5=C(C(=O)C(C(C5)C(C(=O)C(C(C)O)O)OC)OC6CC(C(C(O6)C)O)OC7CC(C(C(O7)C)O)OC8CC(C(C(O8)C)O)(C)O)C(=C4C(=C3C)O)O)O)O. Drug 2: CC1=C(C(=O)C2=C(C1=O)N3CC4C(C3(C2COC(=O)N)OC)N4)N. Cell line: NCIH23. Synergy scores: CSS=59.3, Synergy_ZIP=0.862, Synergy_Bliss=1.72, Synergy_Loewe=-4.63, Synergy_HSA=0.467. (3) Drug 1: CC1OCC2C(O1)C(C(C(O2)OC3C4COC(=O)C4C(C5=CC6=C(C=C35)OCO6)C7=CC(=C(C(=C7)OC)O)OC)O)O. Drug 2: C1=CC=C(C=C1)NC(=O)CCCCCCC(=O)NO. Cell line: OVCAR-5. Synergy scores: CSS=27.6, Synergy_ZIP=-7.87, Synergy_Bliss=0.967, Synergy_Loewe=-6.08, Synergy_HSA=2.60. (4) Drug 1: CC=C1C(=O)NC(C(=O)OC2CC(=O)NC(C(=O)NC(CSSCCC=C2)C(=O)N1)C(C)C)C(C)C. Drug 2: B(C(CC(C)C)NC(=O)C(CC1=CC=CC=C1)NC(=O)C2=NC=CN=C2)(O)O. Cell line: 786-0. Synergy scores: CSS=64.5, Synergy_ZIP=1.69, Synergy_Bliss=0.972, Synergy_Loewe=-21.7, Synergy_HSA=-3.10. (5) Drug 1: C1CN1C2=NC(=NC(=N2)N3CC3)N4CC4. Drug 2: CN1C2=C(C=C(C=C2)N(CCCl)CCCl)N=C1CCCC(=O)O.Cl. Synergy scores: CSS=19.5, Synergy_ZIP=-1.58, Synergy_Bliss=-4.80, Synergy_Loewe=-31.9, Synergy_HSA=-8.46. Cell line: SW-620. (6) Drug 1: CCC1=C2CN3C(=CC4=C(C3=O)COC(=O)C4(CC)O)C2=NC5=C1C=C(C=C5)O. Drug 2: C1C(C(OC1N2C=NC(=NC2=O)N)CO)O. Cell line: HOP-92. Synergy scores: CSS=6.77, Synergy_ZIP=-6.22, Synergy_Bliss=-1.26, Synergy_Loewe=-12.1, Synergy_HSA=-2.86.